From a dataset of Catalyst prediction with 721,799 reactions and 888 catalyst types from USPTO. Predict which catalyst facilitates the given reaction. (1) Reactant: Cl[C:2]1[N:7]=[CH:6][N:5]=[C:4]2[NH:8][N:9]=[CH:10][C:3]=12.Cl.[F:12][C:13]([F:32])([F:31])[C:14]1[CH:15]=[C:16]([C:20]2[N:21]=[C:22]([CH:25]3[CH2:30][CH2:29][NH:28][CH2:27][CH2:26]3)[NH:23][CH:24]=2)[CH:17]=[CH:18][CH:19]=1.CO.C(N(CC)CC)C. Product: [F:31][C:13]([F:12])([F:32])[C:14]1[CH:15]=[C:16]([C:20]2[N:21]=[C:22]([CH:25]3[CH2:26][CH2:27][N:28]([C:2]4[N:7]=[CH:6][N:5]=[C:4]5[NH:8][N:9]=[CH:10][C:3]=45)[CH2:29][CH2:30]3)[NH:23][CH:24]=2)[CH:17]=[CH:18][CH:19]=1. The catalyst class is: 6. (2) Reactant: [Cl:1][C:2]1[CH:3]=[C:4]([C:9]2([OH:20])[CH2:12][N:11](C(OC(C)(C)C)=O)[CH2:10]2)[CH:5]=[C:6]([F:8])[CH:7]=1.FC(F)(F)C(O)=O. Product: [Cl:1][C:2]1[CH:3]=[C:4]([C:9]2([OH:20])[CH2:12][NH:11][CH2:10]2)[CH:5]=[C:6]([F:8])[CH:7]=1. The catalyst class is: 4.